From a dataset of Reaction yield outcomes from USPTO patents with 853,638 reactions. Predict the reaction yield, written as a fraction of the theoretical maximum amount of product (1.0 means a 100% yield; for example, 0.34 means a 34% yield). (1) The reactants are [F:1][C:2]1[CH:10]=[CH:9][C:5]([C:6]([NH2:8])=O)=[CH:4][CH:3]=1.COC1C=CC(P2(SP(C3C=CC(OC)=CC=3)(=S)S2)=[S:20])=CC=1. The catalyst is C1C=CC=CC=1. The product is [F:1][C:2]1[CH:10]=[CH:9][C:5]([C:6]([NH2:8])=[S:20])=[CH:4][CH:3]=1. The yield is 0.710. (2) The reactants are [F:1][C:2]1[CH:7]=[CH:6][CH:5]=[C:4]([F:8])[C:3]=1[CH2:9][C:10]#[N:11].[N+:12]([O-])([OH:14])=[O:13]. The catalyst is S(=O)(=O)(O)O. The product is [F:1][C:2]1[C:7]([N+:12]([O-:14])=[O:13])=[CH:6][CH:5]=[C:4]([F:8])[C:3]=1[CH2:9][C:10]#[N:11]. The yield is 1.00. (3) The reactants are [I:1][C:2]1[CH:7]=[CH:6][C:5]([CH2:8][CH2:9][OH:10])=[CH:4][CH:3]=1.[H-].[Na+].[CH2:13](Br)[C:14]1[CH:19]=[CH:18][CH:17]=[CH:16][CH:15]=1. The catalyst is O1CCCC1.[Br-].C([N+](CCCC)(CCCC)CCCC)CCC. The product is [CH2:13]([O:10][CH2:9][CH2:8][C:5]1[CH:6]=[CH:7][C:2]([I:1])=[CH:3][CH:4]=1)[C:14]1[CH:19]=[CH:18][CH:17]=[CH:16][CH:15]=1. The yield is 0.940. (4) The reactants are [CH3:1][C:2]1[CH:8]=[CH:7][C:6]([CH3:9])=[CH:5][C:3]=1[NH2:4].[C:10](OC(=O)C)(=[O:12])[CH3:11].CO. The catalyst is O1CCCC1. The product is [CH3:9][C:6]1[CH:7]=[CH:8][C:2]([CH3:1])=[C:3]([NH:4][C:10]([CH3:11])=[O:12])[CH:5]=1. The yield is 0.990. (5) The reactants are [F:1][C:2]([F:10])([F:9])[C:3]([CH3:8])([CH3:7])[C:4](O)=[O:5].[NH:11]1[CH2:16][CH2:15][CH:14]([C:17]([O:19][CH2:20][CH3:21])=[O:18])[CH2:13][CH2:12]1.C(Cl)CCl.C1C=CC2N(O)N=NC=2C=1.CCN(C(C)C)C(C)C.[NH4+].[Cl-]. The catalyst is CN(C=O)C. The product is [F:1][C:2]([F:10])([F:9])[C:3]([CH3:8])([CH3:7])[C:4]([N:11]1[CH2:16][CH2:15][CH:14]([C:17]([O:19][CH2:20][CH3:21])=[O:18])[CH2:13][CH2:12]1)=[O:5]. The yield is 0.360. (6) The reactants are [O:1]=[C:2]1[C:11]2[C:6](=[CH:7][CH:8]=[CH:9][CH:10]=2)[N:5]=[C:4]([CH2:12][CH2:13][CH2:14][C:15]([OH:17])=O)[NH:3]1.[CH3:18][O:19][C:20]1[CH:21]=[CH:22][C:23]2[NH:27][C:26](=[O:28])[N:25]([CH:29]3[CH2:34][CH2:33][NH:32][CH2:31][CH2:30]3)[C:24]=2[CH:35]=1. No catalyst specified. The product is [CH3:18][O:19][C:20]1[CH:21]=[CH:22][C:23]2[NH:27][C:26](=[O:28])[N:25]([CH:29]3[CH2:34][CH2:33][N:32]([C:15](=[O:17])[CH2:14][CH2:13][CH2:12][C:4]4[NH:3][C:2](=[O:1])[C:11]5[C:6](=[CH:7][CH:8]=[CH:9][CH:10]=5)[N:5]=4)[CH2:31][CH2:30]3)[C:24]=2[CH:35]=1. The yield is 0.150. (7) The reactants are C[Al](C)C.[CH3:5][C:6]1[CH:7]=[CH:8][C:9]([NH2:12])=[N:10][CH:11]=1.[Si:13]([O:20][C@@H:21]([CH2:26][O:27][CH2:28][CH3:29])[C:22](OC)=[O:23])([C:16]([CH3:19])([CH3:18])[CH3:17])([CH3:15])[CH3:14].C(O)(=O)CC(CC(O)=O)(C(O)=O)O. The catalyst is C1(C)C=CC=CC=1.O. The product is [Si:13]([O:20][C@@H:21]([CH2:26][O:27][CH2:28][CH3:29])[C:22]([NH:12][C:9]1[CH:8]=[CH:7][C:6]([CH3:5])=[CH:11][N:10]=1)=[O:23])([C:16]([CH3:19])([CH3:18])[CH3:17])([CH3:15])[CH3:14]. The yield is 0.650. (8) The reactants are [CH2:1]([NH:3][CH2:4][CH3:5])[CH3:2].[N:6]([C:9]1[CH:10]=[CH:11][C:12]([O:15][C:16](=[O:25])[N:17]([CH3:24])[C:18]2[CH:23]=[CH:22][CH:21]=[CH:20][CH:19]=2)=[N:13][CH:14]=1)=[C:7]=[S:8]. The catalyst is ClCCl. The product is [CH2:1]([N:3]([CH2:4][CH3:5])[C:7](=[S:8])[NH:6][C:9]1[CH:10]=[CH:11][C:12]([O:15][C:16](=[O:25])[N:17]([CH3:24])[C:18]2[CH:23]=[CH:22][CH:21]=[CH:20][CH:19]=2)=[N:13][CH:14]=1)[CH3:2]. The yield is 0.270. (9) The reactants are [Cl:1][C:2]1[CH:3]=[C:4]([C:21]#[C:22][CH2:23][CH2:24][CH2:25][Cl:26])[C:5]2[O:10][CH:9]([C:11]([F:14])([F:13])[F:12])[C:8]([C:15]([O:17]CC)=[O:16])=[CH:7][C:6]=2[CH:20]=1.[OH-].[Na+]. The catalyst is C1COCC1.C(O)C.O. The product is [Cl:1][C:2]1[CH:3]=[C:4]([C:21]#[C:22][CH2:23][CH2:24][CH2:25][Cl:26])[C:5]2[O:10][CH:9]([C:11]([F:14])([F:13])[F:12])[C:8]([C:15]([OH:17])=[O:16])=[CH:7][C:6]=2[CH:20]=1. The yield is 0.800.